This data is from Full USPTO retrosynthesis dataset with 1.9M reactions from patents (1976-2016). The task is: Predict the reactants needed to synthesize the given product. (1) Given the product [F:17][C:5]1[C:4]([F:18])=[CH:3][C:2]([NH:1][C:20]2[C:21]3[N:29]=[CH:28][C:27]([F:30])=[CH:26][C:22]=3[N:23]=[CH:24][N:25]=2)=[CH:7][C:6]=1[C@:8]1([CH3:16])[C@H:14]2[C@H:12]([CH2:13]2)[S:11][C:10]([NH2:15])=[N:9]1, predict the reactants needed to synthesize it. The reactants are: [NH2:1][C:2]1[CH:3]=[C:4]([F:18])[C:5]([F:17])=[C:6]([C@:8]2([CH3:16])[C@H:14]3[C@H:12]([CH2:13]3)[S:11][C:10]([NH2:15])=[N:9]2)[CH:7]=1.Cl[C:20]1[C:21]2[N:29]=[CH:28][C:27]([F:30])=[CH:26][C:22]=2[N:23]=[CH:24][N:25]=1. (2) Given the product [F:1][C:2]1[CH:3]=[C:4]([S:8][CH2:9][CH:10]([OH:30])[CH:11]([NH:16][C:17](=[O:29])[C:18]2[CH:23]=[CH:22][C:21]([F:24])=[CH:20][C:19]=2[C:25]([F:28])([F:27])[F:26])[C:12]([NH:32][CH3:31])=[O:13])[CH:5]=[CH:6][CH:7]=1, predict the reactants needed to synthesize it. The reactants are: [F:1][C:2]1[CH:3]=[C:4]([S:8][CH2:9][CH:10]([OH:30])[CH:11]([NH:16][C:17](=[O:29])[C:18]2[CH:23]=[CH:22][C:21]([F:24])=[CH:20][C:19]=2[C:25]([F:28])([F:27])[F:26])[C:12](OC)=[O:13])[CH:5]=[CH:6][CH:7]=1.[CH3:31][NH2:32]. (3) The reactants are: [Cl:1][C:2]1[CH:3]=[C:4]([CH:22]=[C:23]([Cl:25])[CH:24]=1)[CH2:5][O:6][C:7]([N:9]1[CH2:15][CH2:14][CH2:13][N:12]2[N:16]=[C:17]([C:19](O)=[O:20])[CH:18]=[C:11]2[CH2:10]1)=[O:8].Cl.[CH:27]12[NH:35][CH:31]([CH2:32][CH2:33][CH2:34]1)[CH2:30][CH2:29][CH2:28]2.CN(C(ON1N=NC2C=CC=NC1=2)=[N+](C)C)C.F[P-](F)(F)(F)(F)F.C(N(CC)C(C)C)(C)C. Given the product [CH:31]12[N:35]([C:19]([C:17]3[CH:18]=[C:11]4[CH2:10][N:9]([C:7]([O:6][CH2:5][C:4]5[CH:3]=[C:2]([Cl:1])[CH:24]=[C:23]([Cl:25])[CH:22]=5)=[O:8])[CH2:15][CH2:14][CH2:13][N:12]4[N:16]=3)=[O:20])[CH:27]([CH2:34][CH2:33][CH2:32]1)[CH2:28][CH2:29][CH2:30]2, predict the reactants needed to synthesize it. (4) Given the product [CH3:1][C:2]1[C:3]([C@@H:8]2[NH:13][CH2:12][CH2:11][N:10]3[C:21](=[O:24])[CH2:22][CH2:23][C@@H:9]23)=[N:4][CH:5]=[CH:6][CH:7]=1, predict the reactants needed to synthesize it. The reactants are: [CH3:1][C:2]1[C:3]([C@@H:8]2[N:13](C(OC(C)(C)C)=O)[CH2:12][CH2:11][N:10]3[C:21](=[O:24])[CH2:22][CH2:23][C@@H:9]23)=[N:4][CH:5]=[CH:6][CH:7]=1.Cl.CO.[OH-].[Na+].